From a dataset of Forward reaction prediction with 1.9M reactions from USPTO patents (1976-2016). Predict the product of the given reaction. (1) Given the reactants [N@:1]1([C:8]([O:10][CH2:11][C:12]2[CH:17]=[CH:16][CH:15]=[CH:14][CH:13]=2)=[O:9])[CH2:3][CH:2]1[C:4]([O:6][CH3:7])=[O:5].[OH:18][CH2:19][C:20]([O:22][CH2:23][C:24]1[CH:29]=[CH:28][CH:27]=[CH:26][CH:25]=1)=[O:21].B(F)(F)F.CCOCC.N1CC1, predict the reaction product. The product is: [CH2:23]([O:22][C:20](=[O:21])[CH2:19][O:18][CH2:3][C@@H:2]([C:4]([O:6][CH3:7])=[O:5])[NH:1][C:8]([O:10][CH2:11][C:12]1[CH:13]=[CH:14][CH:15]=[CH:16][CH:17]=1)=[O:9])[C:24]1[CH:29]=[CH:28][CH:27]=[CH:26][CH:25]=1. (2) Given the reactants Br[C:2]1[CH:7]=[CH:6][C:5]([N:8]2[N:12]=[N:11][C:10]([C:13]3[CH:18]=[CH:17][CH:16]=[CH:15][N:14]=3)=[N:9]2)=[CH:4][CH:3]=1.[Br-].[N:20]1[CH:25]=[CH:24][CH:23]=[CH:22][C:21]=1[Zn+].Cl.CCOCC, predict the reaction product. The product is: [N:20]1[CH:25]=[CH:24][CH:23]=[CH:22][C:21]=1[C:2]1[CH:7]=[CH:6][C:5]([N:8]2[N:12]=[N:11][C:10]([C:13]3[CH:18]=[CH:17][CH:16]=[CH:15][N:14]=3)=[N:9]2)=[CH:4][CH:3]=1. (3) Given the reactants [NH2:1][C:2]1[S:10][C:5]2[CH2:6][O:7][CH2:8][CH2:9][C:4]=2[C:3]=1[C:11]#[N:12].C(=O)([O-])[O-].[K+].[K+].[C:19]1([CH:25]([CH2:29][CH3:30])[C:26](Cl)=[O:27])[CH:24]=[CH:23][CH:22]=[CH:21][CH:20]=1, predict the reaction product. The product is: [C:11]([C:3]1[C:4]2[CH2:9][CH2:8][O:7][CH2:6][C:5]=2[S:10][C:2]=1[NH:1][C:26](=[O:27])[CH:25]([C:19]1[CH:24]=[CH:23][CH:22]=[CH:21][CH:20]=1)[CH2:29][CH3:30])#[N:12]. (4) Given the reactants C[O:2][C:3]([C:5]1[S:9][C:8]2[CH:10]=[C:11]([F:14])[CH:12]=[CH:13][C:7]=2[C:6]=1[CH:15]1[CH2:20][CH2:19][N:18]([CH2:21][CH2:22][CH2:23][N:24]2[C:32]3[CH2:31][CH2:30][N:29]([S:33]([CH3:36])(=[O:35])=[O:34])[CH2:28][C:27]=3[C:26]([C:37]3[CH:42]=[CH:41][C:40]([C:43]([F:46])([F:45])[F:44])=[CH:39][CH:38]=3)=[N:25]2)[CH2:17][CH2:16]1)=[O:4].[OH-].[K+].Cl, predict the reaction product. The product is: [F:14][C:11]1[CH:12]=[CH:13][C:7]2[C:6]([CH:15]3[CH2:16][CH2:17][N:18]([CH2:21][CH2:22][CH2:23][N:24]4[C:32]5[CH2:31][CH2:30][N:29]([S:33]([CH3:36])(=[O:35])=[O:34])[CH2:28][C:27]=5[C:26]([C:37]5[CH:42]=[CH:41][C:40]([C:43]([F:45])([F:46])[F:44])=[CH:39][CH:38]=5)=[N:25]4)[CH2:19][CH2:20]3)=[C:5]([C:3]([OH:4])=[O:2])[S:9][C:8]=2[CH:10]=1. (5) The product is: [Br:1][C:2]1[CH:7]=[CH:6][CH:5]=[C:4]([Br:8])[C:3]=1[C:17]1[CH:18]=[CH:19][CH:20]=[CH:21][C:16]=1[Br:15]. Given the reactants [Br:1][C:2]1[CH:7]=[CH:6][CH:5]=[C:4]([Br:8])[C:3]=1I.C([Li])(C)(C)C.[Br:15][C:16]1[CH:21]=[CH:20][CH:19]=[CH:18][C:17]=1Br, predict the reaction product.